From a dataset of Forward reaction prediction with 1.9M reactions from USPTO patents (1976-2016). Predict the product of the given reaction. Given the reactants [NH2:1][C:2]1[CH:15]=[CH:14][C:13]2[C:12](=[O:16])[C:11]3[C:6](=[CH:7][C:8]([NH2:17])=[CH:9][CH:10]=3)[C:5](=[O:18])[C:4]=2[CH:3]=1.N1[CH:24]=[CH:23][CH:22]=CC=1.[C:25](Cl)(=[O:28])[CH2:26][CH3:27].CN(C)C=[O:33], predict the reaction product. The product is: [C:25]([NH:1][C:2]1[CH:15]=[CH:14][C:13]2[C:12](=[O:16])[C:11]3[C:6](=[CH:7][C:8]([NH:17][C:24](=[O:33])[CH2:23][CH3:22])=[CH:9][CH:10]=3)[C:5](=[O:18])[C:4]=2[CH:3]=1)(=[O:28])[CH2:26][CH3:27].